This data is from Catalyst prediction with 721,799 reactions and 888 catalyst types from USPTO. The task is: Predict which catalyst facilitates the given reaction. (1) Reactant: [CH3:1][O:2][C:3]1[CH:8]=[CH:7][C:6]([N:9]2[CH2:12][C@H:11]([NH:13][C:14](=[O:23])[O:15][CH2:16][C:17]3[CH:22]=[CH:21][CH:20]=[CH:19][CH:18]=3)[C:10]2=[O:24])=[CH:5][CH:4]=1.[H-].[Na+].[CH3:27]I. The catalyst class is: 215. Product: [CH3:27][N:13]([C@H:11]1[CH2:12][N:9]([C:6]2[CH:7]=[CH:8][C:3]([O:2][CH3:1])=[CH:4][CH:5]=2)[C:10]1=[O:24])[C:14](=[O:23])[O:15][CH2:16][C:17]1[CH:18]=[CH:19][CH:20]=[CH:21][CH:22]=1. (2) Reactant: [C:1]([C:3]1[CH:4]=[C:5]([C:9]2[CH:21]=[CH:20][C:12]([C:13]([O:15]C(C)(C)C)=[O:14])=[C:11]([NH:22][C:23]3[CH:28]=[CH:27][C:26]([F:29])=[CH:25][CH:24]=3)[CH:10]=2)[CH:6]=[CH:7][CH:8]=1)#[N:2]. Product: [C:1]([C:3]1[CH:4]=[C:5]([C:9]2[CH:21]=[CH:20][C:12]([C:13]([OH:15])=[O:14])=[C:11]([NH:22][C:23]3[CH:24]=[CH:25][C:26]([F:29])=[CH:27][CH:28]=3)[CH:10]=2)[CH:6]=[CH:7][CH:8]=1)#[N:2]. The catalyst class is: 55.